Dataset: Full USPTO retrosynthesis dataset with 1.9M reactions from patents (1976-2016). Task: Predict the reactants needed to synthesize the given product. (1) Given the product [NH2:1][C:2]1[N:3]=[C:4]([CH3:13])[C:5]([I:14])=[C:6]([CH:12]=1)[C:7]([O:9][CH2:10][CH3:11])=[O:8], predict the reactants needed to synthesize it. The reactants are: [NH2:1][C:2]1[N:3]=[C:4]([CH3:13])[CH:5]=[C:6]([CH:12]=1)[C:7]([O:9][CH2:10][CH3:11])=[O:8].[I:14]N1C(=O)CCC1=O. (2) Given the product [CH3:2][C:3]1([CH3:23])[CH:7]([C:8]2[CH:9]=[CH:10][C:11]([CH3:14])=[CH:12][CH:13]=2)[C:6]2[C:15]([CH3:22])=[C:16]([NH2:21])[C:17]([CH3:20])=[C:18]([CH3:19])[C:5]=2[O:4]1, predict the reactants needed to synthesize it. The reactants are: Cl.[CH3:2][C:3]1([CH3:23])[CH:7]([C:8]2[CH:13]=[CH:12][C:11]([CH3:14])=[CH:10][CH:9]=2)[C:6]2[C:15]([CH3:22])=[C:16]([NH2:21])[C:17]([CH3:20])=[C:18]([CH3:19])[C:5]=2[O:4]1.[NH4+]. (3) Given the product [F:13][C:11]1[CH:10]=[CH:9][CH:8]=[C:7]2[C:12]=1[N:4]([CH2:1][CH2:2][CH3:3])[N:5]=[C:6]2[C:15]1[CH:16]=[CH:17][C:18]([OH:21])=[CH:19][CH:20]=1, predict the reactants needed to synthesize it. The reactants are: [CH2:1]([N:4]1[C:12]2[C:7](=[C:8](C)[CH:9]=[CH:10][C:11]=2[F:13])[C:6]([C:15]2[CH:20]=[CH:19][C:18]([O:21]C)=[CH:17][CH:16]=2)=[N:5]1)[CH2:2][CH3:3].B(Br)(Br)Br.C1CCCCC=1. (4) Given the product [NH2:10][CH:2]([CH2:3][C:4]1[CH:9]=[CH:8][CH:7]=[CH:6][CH:5]=1)[CH3:1], predict the reactants needed to synthesize it. The reactants are: [CH3:1][C@H:2]([NH2:10])[CH2:3][C:4]1[CH:9]=[CH:8][CH:7]=[CH:6][CH:5]=1.[CH3:1][C@H:2]([NH2:10])[CH2:3][C:4]1[CH:9]=[CH:8][CH:7]=[CH:6][CH:5]=1.OS(O)(=O)=O. (5) Given the product [CH3:1][C:2]1[CH:7]=[CH:6][C:5]([S:8]([O:11][CH2:12][CH:13]2[CH2:17][C:16]3[CH:18]=[CH:19][CH:20]=[C:21]([C:26]4[CH:25]=[C:24]([Cl:23])[CH:29]=[CH:28][C:27]=4[CH3:33])[C:15]=3[O:14]2)(=[O:10])=[O:9])=[CH:4][CH:3]=1, predict the reactants needed to synthesize it. The reactants are: [CH3:1][C:2]1[CH:7]=[CH:6][C:5]([S:8]([O:11][CH2:12][CH:13]2[CH2:17][C:16]3[CH:18]=[CH:19][CH:20]=[C:21](Br)[C:15]=3[O:14]2)(=[O:10])=[O:9])=[CH:4][CH:3]=1.[Cl:23][C:24]1[CH:25]=[CH:26][C:27]([CH3:33])=[C:28](B(O)O)[CH:29]=1. (6) Given the product [O:1]1[C:5]2[CH:6]=[CH:7][CH:8]=[CH:9][C:4]=2[C:3]([C:10](=[O:13])[CH2:11][N:14]2[CH2:15][CH2:16][CH:17]([NH:20][C:21](=[O:27])[O:22][C:23]([CH3:25])([CH3:24])[CH3:26])[CH2:18][CH2:19]2)=[CH:2]1, predict the reactants needed to synthesize it. The reactants are: [O:1]1[C:5]2[CH:6]=[CH:7][CH:8]=[CH:9][C:4]=2[C:3]([C:10](=[O:13])[CH2:11]Br)=[CH:2]1.[NH:14]1[CH2:19][CH2:18][CH:17]([NH:20][C:21](=[O:27])[O:22][C:23]([CH3:26])([CH3:25])[CH3:24])[CH2:16][CH2:15]1.C(=O)([O-])[O-].[K+].[K+].C(#N)C. (7) Given the product [CH3:11][O:10][C:7]1[C:8]([O:22][CH3:21])=[CH:9][C:2]([C:12]#[N:13])=[C:3]([CH:4]=[O:5])[CH:6]=1, predict the reactants needed to synthesize it. The reactants are: Br[C:2]1[CH:9]=[CH:8][C:7]([O:10][CH3:11])=[CH:6][C:3]=1[CH:4]=[O:5].[C:12]([Cu])#[N:13].O.CN1[C:21](=[O:22])CCC1. (8) Given the product [CH2:16]([O:18][C:19]([C:21]1[C:30](=[O:31])[C:29]2[C:24](=[C:25]([C:15]#[C:14][CH2:13][C@@H:9]3[CH2:10][CH2:11][CH2:12][N:8]3[C:6]([O:5][C:1]([CH3:4])([CH3:3])[CH3:2])=[O:7])[C:26]([F:33])=[C:27]([F:32])[CH:28]=2)[N:23]([CH:42]2[CH2:43][CH2:44]2)[CH:22]=1)=[O:20])[CH3:17], predict the reactants needed to synthesize it. The reactants are: [C:1]([O:5][C:6]([N:8]1[CH2:12][CH2:11][CH2:10][C@H:9]1[CH2:13][C:14]#[CH:15])=[O:7])([CH3:4])([CH3:3])[CH3:2].[CH2:16]([O:18][C:19]([C:21]1[C:30](=[O:31])[C:29]2[C:24](=[C:25](OS(C(F)(F)F)(=O)=O)[C:26]([F:33])=[C:27]([F:32])[CH:28]=2)[N:23]([CH:42]2[CH2:44][CH2:43]2)[CH:22]=1)=[O:20])[CH3:17].C(N(CC)CC)C.